From a dataset of Reaction yield outcomes from USPTO patents with 853,638 reactions. Predict the reaction yield, written as a fraction of the theoretical maximum amount of product (1.0 means a 100% yield; for example, 0.34 means a 34% yield). (1) The reactants are C(O)(C(F)(F)F)=O.C(OC([N:15]1[CH2:19][CH2:18][CH2:17][C@H:16]1[C:20]1[N:21](COCC[Si](C)(C)C)[C:22]([C:25]2[CH:26]=[N:27][C:28]([C:31]3[CH:36]=[CH:35][C:34]([C:37]4[NH:38][C:39]([C@@H:42]5[CH2:46][CH2:45][CH2:44][N:43]5C(OC(C)(C)C)=O)=[N:40][CH:41]=4)=[CH:33][CH:32]=3)=[N:29][CH:30]=2)=[CH:23][N:24]=1)=O)(C)(C)C. The catalyst is C(Cl)Cl. The product is [NH:15]1[CH2:19][CH2:18][CH2:17][C@H:16]1[C:20]1[NH:21][C:22]([C:25]2[CH:26]=[N:27][C:28]([C:31]3[CH:36]=[CH:35][C:34]([C:37]4[NH:38][C:39]([C@@H:42]5[CH2:46][CH2:45][CH2:44][NH:43]5)=[N:40][CH:41]=4)=[CH:33][CH:32]=3)=[N:29][CH:30]=2)=[CH:23][N:24]=1. The yield is 0.360. (2) The reactants are [CH3:1][NH:2][C:3]1[CH:8]=[CH:7][C:6]([N+:9]([O-:11])=[O:10])=[CH:5][CH:4]=1.[Br:12]Br.C([O-])(O)=O.[Na+]. The catalyst is CC(O)=O.C(Cl)(Cl)Cl. The product is [Br:12][C:4]1[CH:5]=[C:6]([N+:9]([O-:11])=[O:10])[CH:7]=[CH:8][C:3]=1[NH:2][CH3:1].[Br:12][C:4]1[CH:5]=[C:6]([N+:9]([O-:11])=[O:10])[CH:7]=[CH:8][C:3]=1[NH:2][CH3:1]. The yield is 0.990. (3) The reactants are [Cl:1][C:2]1[C:7]([F:8])=[CH:6][C:5]([CH2:9]Br)=[CH:4][N:3]=1.[CH3:11][S-:12].[Na+]. The product is [Cl:1][C:2]1[C:7]([F:8])=[CH:6][C:5]([CH2:9][S:12][CH3:11])=[CH:4][N:3]=1. The yield is 0.650. The catalyst is C(O)C. (4) The yield is 0.820. The product is [Cl:15][C:10]1[CH:9]=[C:8]([NH:7][CH:5]([CH3:6])[C:4]([OH:16])=[O:3])[CH:13]=[CH:12][C:11]=1[Cl:14]. The reactants are C([O:3][C:4](=[O:16])[CH:5]([NH:7][C:8]1[CH:13]=[CH:12][C:11]([Cl:14])=[C:10]([Cl:15])[CH:9]=1)[CH3:6])C.[Li+].[OH-]. The catalyst is C1COCC1.CO.O.